Dataset: Catalyst prediction with 721,799 reactions and 888 catalyst types from USPTO. Task: Predict which catalyst facilitates the given reaction. (1) Reactant: [Cl:1][C:2]1[CH:20]=[C:19]([Cl:21])[CH:18]=[CH:17][C:3]=1[O:4][CH2:5][C:6]1[CH:7]=[C:8]([CH2:15][OH:16])[CH:9]=[C:10]([O:12][CH2:13][CH3:14])[CH:11]=1.O[C:23]1[CH:27]=[C:26]([CH2:28][CH2:29][C:30]([O:32]CC)=[O:31])[N:25]([C:35]2[CH:40]=[CH:39][CH:38]=[CH:37][CH:36]=2)[N:24]=1.C(P(CCCC)CCCC)CCC.N(C(N1CCCCC1)=O)=NC(N1CCCCC1)=O.O1CCCC1CCO.[OH-].[Na+].Cl. Product: [Cl:1][C:2]1[CH:20]=[C:19]([Cl:21])[CH:18]=[CH:17][C:3]=1[O:4][CH2:5][C:6]1[CH:7]=[C:8]([CH:9]=[C:10]([O:12][CH2:13][CH3:14])[CH:11]=1)[CH2:15][O:16][C:23]1[CH:27]=[C:26]([CH2:28][CH2:29][C:30]([OH:32])=[O:31])[N:25]([C:35]2[CH:40]=[CH:39][CH:38]=[CH:37][CH:36]=2)[N:24]=1. The catalyst class is: 7. (2) Reactant: F[C:2]1[CH:3]=[C:4]([CH:6]=[CH:7][C:8]=1F)[NH2:5].[ClH:10].Cl[C:12](Cl)(Cl)[CH:13]([OH:15])O.S([O-])([O-])(=O)=O.[Na+].[Na+].[ClH:25].[NH2:26][OH:27]. Product: [Cl:10][C:2]1[CH:3]=[C:4]([NH:5][C:13](=[O:15])[CH:12]=[N:26][OH:27])[CH:6]=[CH:7][C:8]=1[Cl:25]. The catalyst class is: 6. (3) Reactant: O.O.[Cl-].[CH3:4][O:5][C:6](=[O:34])[C:7]1[C:8](=[CH:13][C:14]([N:17]([CH2:27][C:28]2[CH:33]=[CH:32][CH:31]=[CH:30][CH:29]=2)[C:18]2[CH:23]=[CH:22][CH:21]=[CH:20][C:19]=2[N+:24]([O-])=O)=[CH:15][CH:16]=1)[C:9]([O:11][CH3:12])=[O:10].O. Product: [CH3:4][O:5][C:6](=[O:34])[C:7]1[C:8](=[CH:13][C:14]([N:17]([C:18]2[CH:23]=[CH:22][CH:21]=[CH:20][C:19]=2[NH2:24])[CH2:27][C:28]2[CH:33]=[CH:32][CH:31]=[CH:30][CH:29]=2)=[CH:15][CH:16]=1)[C:9]([O:11][CH3:12])=[O:10]. The catalyst class is: 3. (4) Reactant: C([O:3][C:4]([C:6]1[S:15][C:14]2[NH:13][C:12]3[CH:16]=[CH:17][CH:18]=[CH:19][C:11]=3[N:10]=[C:9]([N:20]3[CH2:25][CH2:24][N:23](C)[C@@H:22]([CH2:27][CH2:28][O:29][CH3:30])[CH2:21]3)[C:8]=2[N:7]=1)=O)C.[H-].[H-].[H-].[H-].[Li+].[Al+3].[OH-].[Na+]. Product: [CH3:30][O:29][CH2:28][CH2:27][C@@H:22]1[NH:23][CH2:24][CH2:25][N:20]([C:9]2[C:8]3[N:7]=[C:6]([CH2:4][OH:3])[S:15][C:14]=3[NH:13][C:12]3[CH:16]=[CH:17][CH:18]=[CH:19][C:11]=3[N:10]=2)[CH2:21]1. The catalyst class is: 1. (5) Reactant: [F:1][CH:2]([F:12])[C:3]1[C:7]([C:8](Cl)=[O:9])=[CH:6][N:5]([CH3:11])[N:4]=1.[Cl:13][C:14]1[CH:19]=[C:18]([Cl:20])[CH:17]=[CH:16][C:15]=1[CH:21]([O:25][CH3:26])[CH:22]([NH2:24])[CH3:23].C(N(CC)CC)C. Product: [Cl:13][C:14]1[CH:19]=[C:18]([Cl:20])[CH:17]=[CH:16][C:15]=1[CH:21]([O:25][CH3:26])[CH:22]([NH:24][C:8]([C:7]1[C:3]([CH:2]([F:12])[F:1])=[N:4][N:5]([CH3:11])[CH:6]=1)=[O:9])[CH3:23]. The catalyst class is: 96. (6) Reactant: [CH:1]1[C:10]2[CH:9]=[CH:8][CH:7]=[C:6]([S:11](Cl)(=[O:13])=[O:12])[C:5]=2[CH:4]=[CH:3][N:2]=1.[NH4+:15].[OH-]. Product: [CH:1]1[C:10]2[CH:9]=[CH:8][CH:7]=[C:6]([S:11]([NH2:15])(=[O:13])=[O:12])[C:5]=2[CH:4]=[CH:3][N:2]=1. The catalyst class is: 7.